From a dataset of Forward reaction prediction with 1.9M reactions from USPTO patents (1976-2016). Predict the product of the given reaction. Given the reactants [OH:1][C@H:2]1[C:10]2[C:5](=[C:6]([C:11]3[N:15]=[C:14]([C:16]4[CH:17]=[CH:18][C:19]([O:24][CH:25]([CH3:27])[CH3:26])=[C:20]([CH:23]=4)[C:21]#[N:22])[O:13][N:12]=3)[CH:7]=[CH:8][CH:9]=2)[CH2:4][CH2:3]1.N1C=CC=CC=1.[C:34](Cl)(=[O:36])[CH3:35], predict the reaction product. The product is: [C:34]([O:1][C@H:2]1[C:10]2[C:5](=[C:6]([C:11]3[N:15]=[C:14]([C:16]4[CH:17]=[CH:18][C:19]([O:24][CH:25]([CH3:27])[CH3:26])=[C:20]([C:21]#[N:22])[CH:23]=4)[O:13][N:12]=3)[CH:7]=[CH:8][CH:9]=2)[CH2:4][CH2:3]1)(=[O:36])[CH3:35].